From a dataset of Reaction yield outcomes from USPTO patents with 853,638 reactions. Predict the reaction yield, written as a fraction of the theoretical maximum amount of product (1.0 means a 100% yield; for example, 0.34 means a 34% yield). (1) The reactants are CN(CCN(C)C)C.[NH:9]1[CH:16]=[CH:15][C:13]([NH2:14])=[N:12][C:10]1=[O:11].[F:17][C:18]1[CH:23]=[CH:22][C:21](B(O)O)=[CH:20][CH:19]=1. The catalyst is CO.O.O.C([O-])(=O)C.[Cu+2].C([O-])(=O)C. The product is [NH2:14][C:13]1[CH:15]=[CH:16][N:9]([C:21]2[CH:22]=[CH:23][C:18]([F:17])=[CH:19][CH:20]=2)[C:10](=[O:11])[N:12]=1. The yield is 0.600. (2) The reactants are [CH2:1]([N:3]1[C:7](=[O:8])[C:6](O)=[C:5]([C:10]2[CH:15]=[CH:14][CH:13]=[CH:12][CH:11]=2)[S:4]1(=[O:17])=[O:16])[CH3:2].CN(C=O)C.C(Cl)(=O)C([Cl:26])=O. The catalyst is C(Cl)Cl. The product is [Cl:26][C:6]1[C:7](=[O:8])[N:3]([CH2:1][CH3:2])[S:4](=[O:17])(=[O:16])[C:5]=1[C:10]1[CH:15]=[CH:14][CH:13]=[CH:12][CH:11]=1. The yield is 0.700.